From a dataset of Full USPTO retrosynthesis dataset with 1.9M reactions from patents (1976-2016). Predict the reactants needed to synthesize the given product. (1) The reactants are: [NH:1]1[CH:5]=[CH:4][C:3]([O:6][CH2:7][C:8]2[C:13]([CH3:14])=[CH:12][CH:11]=[CH:10][C:9]=2[N:15]2[C:19](=[O:20])[N:18]([CH3:21])[N:17]=[N:16]2)=[N:2]1.O[C:23]1[NH:24][C:25]2[CH:31]=[CH:30][CH:29]=[CH:28][C:26]=2[N:27]=1.P(Cl)(Cl)(Cl)=O. Given the product [CH3:21][N:18]1[C:19](=[O:20])[N:15]([C:9]2[CH:10]=[CH:11][CH:12]=[C:13]([CH3:14])[C:8]=2[CH2:7][O:6][C:3]2[CH:4]=[CH:5][N:1]([C:23]3[NH:27][C:26]4[CH:28]=[CH:29][CH:30]=[CH:31][C:25]=4[N:24]=3)[N:2]=2)[N:16]=[N:17]1, predict the reactants needed to synthesize it. (2) Given the product [OH:2][C:3]1[CH:4]=[C:5]([NH:11][C:12]([C:14]2[C@:23]3([CH3:24])[C@H:18]([C:19]([CH3:26])([CH3:25])[CH2:20][CH2:21][CH2:22]3)[CH2:17][CH2:16][C:15]=2[CH3:27])=[O:13])[CH:6]=[C:7]([O:9][CH3:10])[CH:8]=1.[OH:9][C:7]1[CH:6]=[C:5]([NH:11][C:12]([C:14]2[C@:23]3([CH3:24])[C@H:18]([C:19]([CH3:26])([CH3:25])[CH2:20][CH2:21][CH2:22]3)[CH2:17][CH2:16][C:15]=2[CH3:27])=[O:13])[CH:4]=[C:3]([OH:2])[CH:8]=1, predict the reactants needed to synthesize it. The reactants are: C[O:2][C:3]1[CH:4]=[C:5]([NH:11][C:12]([C:14]2[C@:23]3([CH3:24])[C@H:18]([C:19]([CH3:26])([CH3:25])[CH2:20][CH2:21][CH2:22]3)[CH2:17][CH2:16][C:15]=2[CH3:27])=[O:13])[CH:6]=[C:7]([O:9][CH3:10])[CH:8]=1.B(Br)(Br)Br.CO. (3) Given the product [Cl:18][C:16]1[CH:17]=[C:12]([C:6]2[C:5]3[N:19]([CH2:20][C@H:21]4[CH2:26][CH2:25][C@H:24]([CH3:27])[CH2:23][CH2:22]4)[C:2]([NH:31][C:30]4[CH:32]=[CH:33][CH:34]=[CH:35][C:29]=4[F:28])=[N:3][C:4]=3[CH:9]=[C:8]([C:10]#[N:11])[N:7]=2)[CH:13]=[N:14][CH:15]=1, predict the reactants needed to synthesize it. The reactants are: Br[C:2]1[N:19]([CH2:20][C@H:21]2[CH2:26][CH2:25][C@H:24]([CH3:27])[CH2:23][CH2:22]2)[C:5]2[C:6]([C:12]3[CH:13]=[N:14][CH:15]=[C:16]([Cl:18])[CH:17]=3)=[N:7][C:8]([C:10]#[N:11])=[CH:9][C:4]=2[N:3]=1.[F:28][C:29]1[CH:35]=[CH:34][CH:33]=[CH:32][C:30]=1[NH2:31].C([O-])([O-])=O.[Cs+].[Cs+]. (4) Given the product [CH2:9]([O:16][C:17]1[CH:22]=[CH:21][CH:20]=[CH:19][C:18]=1[C:2]1[N:3]=[C:4]([CH2:7][OH:8])[S:5][CH:6]=1)[C:10]1[CH:15]=[CH:14][CH:13]=[CH:12][CH:11]=1, predict the reactants needed to synthesize it. The reactants are: Br[C:2]1[N:3]=[C:4]([CH2:7][OH:8])[S:5][CH:6]=1.[CH2:9]([O:16][C:17]1[CH:22]=[CH:21][CH:20]=[CH:19][C:18]=1B(O)O)[C:10]1[CH:15]=[CH:14][CH:13]=[CH:12][CH:11]=1.C(=O)([O-])[O-].[Na+].[Na+]. (5) The reactants are: Cl[C:2]1[CH:3]=[CH:4][C:5]([F:20])=[C:6]([C:8]2[CH:13]=[CH:12][C:11]([S:14]([CH2:17][CH3:18])(=[O:16])=[O:15])=[CH:10][C:9]=2[F:19])[CH:7]=1.[B:21]1([B:21]2[O:25][C:24]([CH3:27])([CH3:26])[C:23]([CH3:29])([CH3:28])[O:22]2)[O:25][C:24]([CH3:27])([CH3:26])[C:23]([CH3:29])([CH3:28])[O:22]1.C1(P(C2CCCCC2)C2C=CC=CC=2C2C(C(C)C)=CC(C(C)C)=CC=2C(C)C)CCCCC1.C([O-])(=O)C.[K+]. Given the product [CH2:17]([S:14]([C:11]1[CH:12]=[CH:13][C:8]([C:6]2[C:5]([F:20])=[CH:4][CH:3]=[C:2]([B:21]3[O:25][C:24]([CH3:27])([CH3:26])[C:23]([CH3:29])([CH3:28])[O:22]3)[CH:7]=2)=[C:9]([F:19])[CH:10]=1)(=[O:16])=[O:15])[CH3:18], predict the reactants needed to synthesize it. (6) Given the product [C:10]([O:14][C:15]([N:17]1[CH2:22][CH:21]=[C:20]([C:3]2[CH:2]=[N:1][CH:6]=[CH:5][CH:4]=2)[CH2:19][CH2:18]1)=[O:16])([CH3:13])([CH3:12])[CH3:11], predict the reactants needed to synthesize it. The reactants are: [N:1]1[CH:6]=[CH:5][CH:4]=[C:3](B(O)O)[CH:2]=1.[C:10]([O:14][C:15]([N:17]1[CH2:22][CH:21]=[C:20](OS(C(F)(F)F)(=O)=O)[CH2:19][CH2:18]1)=[O:16])([CH3:13])([CH3:12])[CH3:11].C([O-])([O-])=O.[Na+].[Na+].[Li+].[Cl-].